The task is: Predict the reaction yield, written as a fraction of the theoretical maximum amount of product (1.0 means a 100% yield; for example, 0.34 means a 34% yield).. This data is from Reaction yield outcomes from USPTO patents with 853,638 reactions. The reactants are [CH3:1][N:2]([CH3:35])[CH2:3][CH2:4][N:5]([CH3:34])[C:6]1[C:11]([N+:12]([O-])=O)=[CH:10][C:9]([NH:15][C:16]2[N:21]=[C:20]([C:22]3[C:30]4[C:25](=[CH:26][CH:27]=[CH:28][CH:29]=4)[N:24]([CH3:31])[CH:23]=3)[CH:19]=[CH:18][N:17]=2)=[C:8]([O:32][CH3:33])[CH:7]=1.[NH4+].[Cl-]. The catalyst is C(O)C.O.[Fe]. The product is [CH3:35][N:2]([CH3:1])[CH2:3][CH2:4][N:5]([CH3:34])[C:6]1[C:11]([NH2:12])=[CH:10][C:9]([NH:15][C:16]2[N:21]=[C:20]([C:22]3[C:30]4[C:25](=[CH:26][CH:27]=[CH:28][CH:29]=4)[N:24]([CH3:31])[CH:23]=3)[CH:19]=[CH:18][N:17]=2)=[C:8]([O:32][CH3:33])[CH:7]=1. The yield is 0.850.